This data is from Reaction yield outcomes from USPTO patents with 853,638 reactions. The task is: Predict the reaction yield, written as a fraction of the theoretical maximum amount of product (1.0 means a 100% yield; for example, 0.34 means a 34% yield). (1) The reactants are C(N1C=CN=C1)(N1C=CN=C1)=O.[CH:13]1([C@@:19]([OH:29])([C:23]2[CH:28]=[CH:27][CH:26]=[CH:25][CH:24]=2)[C:20](O)=[O:21])[CH2:18][CH2:17][CH2:16][CH2:15][CH2:14]1.[BH4-].[Na+]. The catalyst is C1COCC1. The product is [CH:23]1([C@:19]([C:13]2[CH:14]=[CH:15][CH:16]=[CH:17][CH:18]=2)([OH:29])[CH2:20][OH:21])[CH2:28][CH2:27][CH2:26][CH2:25][CH2:24]1. The yield is 0.730. (2) The reactants are C1(P(C2CCCCC2)C2C=CC=CC=2C2C=CC=CC=2N(C)C)CCCCC1.C(=O)([O-])[O-].[Cs+].[Cs+].[B-](F)(F)(F)[CH:36]=[CH2:37].[K+].Br[C:43]1[CH:44]=[N:45][C:46]([C:49]([F:52])([F:51])[CH3:50])=[N:47][CH:48]=1. The catalyst is O.C1COCC1. The product is [F:51][C:49]([C:46]1[N:47]=[CH:48][C:43]([CH:36]=[CH2:37])=[CH:44][N:45]=1)([F:52])[CH3:50]. The yield is 0.750. (3) The reactants are [CH3:1][O:2][C:3]([NH:5][C@H:6]([C:11]([N:13]1[CH2:17][CH2:16][CH2:15][C@H:14]1[C:18]1[NH:19][C:20]([C:23]2[CH:28]=[C:27]3[CH2:29][O:30][C:31]4[CH:58]=[C:57]5[C:34]([CH:35]=[CH:36][C:37]6[N:41]=[C:40]([C@@H:42]7[CH2:46][C@H:45]([CH2:47][O:48][CH3:49])[CH2:44][N:43]7C(OC(C)(C)C)=O)[NH:39][C:38]=65)=[CH:33][C:32]=4[C:26]3=[CH:25][CH:24]=2)=[CH:21][N:22]=1)=[O:12])[C@@H:7]([CH3:10])[O:8][CH3:9])=[O:4].Cl.[CH3:60][O:61][C:62]([NH:64][C@H:65]([C:69]1[CH:74]=[CH:73][CH:72]=[CH:71][CH:70]=1)[C:66](O)=[O:67])=[O:63].CCN(C(C)C)C(C)C.CCOC(C(C#N)=NOC(N1CCOCC1)=[N+](C)C)=O.F[P-](F)(F)(F)(F)F. The catalyst is C(Cl)Cl.CO. The product is [CH3:9][O:8][C@H:7]([CH3:10])[C@H:6]([NH:5][C:3]([O:2][CH3:1])=[O:4])[C:11]([N:13]1[CH2:17][CH2:16][CH2:15][C@H:14]1[C:18]1[NH:19][C:20]([C:23]2[CH:28]=[C:27]3[CH2:29][O:30][C:31]4[CH:58]=[C:57]5[C:34]([CH:35]=[CH:36][C:37]6[N:41]=[C:40]([C@@H:42]7[CH2:46][C@H:45]([CH2:47][O:48][CH3:49])[CH2:44][N:43]7[C:66](=[O:67])[C@H:65]([NH:64][C:62](=[O:63])[O:61][CH3:60])[C:69]7[CH:74]=[CH:73][CH:72]=[CH:71][CH:70]=7)[NH:39][C:38]=65)=[CH:33][C:32]=4[C:26]3=[CH:25][CH:24]=2)=[CH:21][N:22]=1)=[O:12]. The yield is 0.460. (4) The reactants are [CH:1]1([C:4]2[N:8]([C:9]3[N:17]=[C:16]4[C:12]([N:13]=[C:14]([CH:19]=[O:20])[N:15]4[CH3:18])=[C:11]([N:21]4[CH2:26][CH2:25][O:24][CH2:23][CH2:22]4)[N:10]=3)[C:7]3[CH:27]=[CH:28][CH:29]=[CH:30][C:6]=3[N:5]=2)[CH2:3][CH2:2]1.[OH-:31].[Na+]. The catalyst is CCO.O.[N+]([O-])([O-])=O.[Ag+]. The product is [CH:1]1([C:4]2[N:8]([C:9]3[N:17]=[C:16]4[C:12]([N:13]=[C:14]([C:19]([OH:31])=[O:20])[N:15]4[CH3:18])=[C:11]([N:21]4[CH2:26][CH2:25][O:24][CH2:23][CH2:22]4)[N:10]=3)[C:7]3[CH:27]=[CH:28][CH:29]=[CH:30][C:6]=3[N:5]=2)[CH2:3][CH2:2]1. The yield is 0.550. (5) The reactants are C(P1(=O)OP(CCC)(=O)OP(CCC)(=O)O1)CC.[Cl:19][C:20]1[CH:35]=[CH:34][C:23]2[NH:24][C@@H:25]([CH2:28][C:29]([O:31][CH2:32][CH3:33])=[O:30])[CH2:26][O:27][C:22]=2[CH:21]=1.[O:36]=[C:37]1[NH:42][C:41]2[CH:43]=[C:44]([C:47](O)=[O:48])[CH:45]=[CH:46][C:40]=2[O:39][CH2:38]1.CCN(C(C)C)C(C)C. The catalyst is C(OC(C)=O)CCC.CCOC(C)=O. The product is [Cl:19][C:20]1[CH:35]=[CH:34][C:23]2[N:24]([C:47]([C:44]3[CH:45]=[CH:46][C:40]4[O:39][CH2:38][C:37](=[O:36])[NH:42][C:41]=4[CH:43]=3)=[O:48])[C@@H:25]([CH2:28][C:29]([O:31][CH2:32][CH3:33])=[O:30])[CH2:26][O:27][C:22]=2[CH:21]=1. The yield is 0.830. (6) The reactants are [NH:1]1[C@H:6]([C:7]([O:9]C)=O)[CH2:5][CH2:4][CH2:3][C@@H:2]1[C:11]([O:13][CH3:14])=[O:12].[C:15]([O-:18])([O-])=O.[Na+].[Na+].BrCC(Cl)=O.C[C:27]#[N:28]. The catalyst is C1COCC1. The product is [O:9]=[C:7]1[NH:28][CH2:27][C:15](=[O:18])[N:1]2[C@@H:2]([C:11]([O:13][CH3:14])=[O:12])[CH2:3][CH2:4][CH2:5][C@@H:6]12. The yield is 0.830. (7) The reactants are [C:1]([NH:8][C:9]1[CH:14]=[CH:13][N:12]=[CH:11][CH:10]=1)([O:3][C:4]([CH3:7])([CH3:6])[CH3:5])=[O:2].[Li]C(C)(C)C.[Li]CCCC.Br[CH2:26][CH2:27][OH:28].BrC(O)C.C(N1C=CC(N)=CC1)(OC(C)(C)C)=O. The catalyst is CCCCC.C1COCC1. The product is [OH:28][CH2:27][CH2:26][C:10]1[CH:11]=[N:12][CH:13]=[CH:14][C:9]=1[NH:8][C:1](=[O:2])[O:3][C:4]([CH3:7])([CH3:6])[CH3:5]. The yield is 0.360. (8) The yield is 0.940. The catalyst is O1CCOCC1. The reactants are Br[CH2:2][CH2:3][CH2:4][N:5]1[CH2:10][C:9](=[O:11])[C:8]2[N:12]([CH3:15])[CH:13]=[CH:14][C:7]=2[S:6]1(=[O:17])=[O:16].[F:18][C:19]1[CH:24]=[CH:23][C:22]([N:25]2[CH2:30][CH2:29][NH:28][CH2:27][CH2:26]2)=[CH:21][CH:20]=1.C(=O)([O-])O.[Na+]. The product is [F:18][C:19]1[CH:20]=[CH:21][C:22]([N:25]2[CH2:30][CH2:29][N:28]([CH2:2][CH2:3][CH2:4][N:5]3[CH2:10][C:9](=[O:11])[C:8]4[N:12]([CH3:15])[CH:13]=[CH:14][C:7]=4[S:6]3(=[O:17])=[O:16])[CH2:27][CH2:26]2)=[CH:23][CH:24]=1. (9) The reactants are [CH3:1][O:2][C:3]1[CH:4]=[C:5]2[C:10](=[CH:11][C:12]=1[O:13][CH3:14])[N:9]=[CH:8][N:7]=[C:6]2[O:15][C:16]1[CH:17]=[C:18]([CH:20]=[CH:21][CH:22]=1)[NH2:19].[CH3:23][O:24][CH2:25][C:26]([C:29]1[CH:33]=[C:32]([NH:34][C:35](=O)[O:36]C2C=CC=CC=2)[O:31][N:30]=1)([CH3:28])[CH3:27].COC1C=C2C(=CC=1OC)N=CN=C2OC1C=C(NC(NC2ON=C(C(C)C)C=2)=O)C=CC=1. No catalyst specified. The product is [CH3:1][O:2][C:3]1[CH:4]=[C:5]2[C:10](=[CH:11][C:12]=1[O:13][CH3:14])[N:9]=[CH:8][N:7]=[C:6]2[O:15][C:16]1[CH:17]=[C:18]([NH:19][C:35]([NH:34][C:32]2[O:31][N:30]=[C:29]([C:26]([CH3:28])([CH3:27])[CH2:25][O:24][CH3:23])[CH:33]=2)=[O:36])[CH:20]=[CH:21][CH:22]=1. The yield is 0.540. (10) The reactants are Cl[C:2]1[S:3][C:4]2[C:10]([C:11]3[CH:16]=[CH:15][CH:14]=[CH:13][CH:12]=3)=[CH:9][CH:8]=[C:7]([O:17][CH3:18])[C:5]=2[N:6]=1.[NH2:19][CH2:20][C:21]1[CH:22]=[N:23][CH:24]=[CH:25][CH:26]=1. The catalyst is O1CCOCC1. The product is [CH3:18][O:17][C:7]1[C:5]2[N:6]=[C:2]([NH:19][CH2:20][C:21]3[CH:22]=[N:23][CH:24]=[CH:25][CH:26]=3)[S:3][C:4]=2[C:10]([C:11]2[CH:16]=[CH:15][CH:14]=[CH:13][CH:12]=2)=[CH:9][CH:8]=1. The yield is 0.310.